From a dataset of Full USPTO retrosynthesis dataset with 1.9M reactions from patents (1976-2016). Predict the reactants needed to synthesize the given product. (1) Given the product [Cl:1][C:2]1[N:7]=[CH:6][C:5]2[N:8]([CH2:29][O:28][CH2:27][CH2:26][Si:25]([CH3:32])([CH3:31])[CH3:24])[C:9]([S:11]([CH3:14])(=[O:13])=[O:12])=[N:10][C:4]=2[CH:3]=1, predict the reactants needed to synthesize it. The reactants are: [Cl:1][C:2]1[N:7]=[CH:6][C:5]2[NH:8][C:9]([S:11]([CH3:14])(=[O:13])=[O:12])=[N:10][C:4]=2[CH:3]=1.C(N(CC)C(C)C)(C)C.[CH3:24][Si:25]([CH3:32])([CH3:31])[CH2:26][CH2:27][O:28][CH2:29]Cl.CCOC(C)=O. (2) Given the product [C:1]1([S:7]([N:10]2[C:18]3[C:13](=[CH:14][CH:15]=[CH:16][CH:17]=3)[C:12]([C:28]3[CH:36]=[CH:35][C:31]4[N:32]=[CH:33][O:34][C:30]=4[CH:29]=3)=[CH:11]2)(=[O:9])=[O:8])[CH:6]=[CH:5][CH:4]=[CH:3][CH:2]=1, predict the reactants needed to synthesize it. The reactants are: [C:1]1([S:7]([N:10]2[C:18]3[C:13](=[CH:14][CH:15]=[CH:16][CH:17]=3)[C:12](I)=[CH:11]2)(=[O:9])=[O:8])[CH:6]=[CH:5][CH:4]=[CH:3][CH:2]=1.CC1(C)C(C)(C)OB([C:28]2[CH:36]=[CH:35][C:31]3[N:32]=[CH:33][O:34][C:30]=3[CH:29]=2)O1.